This data is from Full USPTO retrosynthesis dataset with 1.9M reactions from patents (1976-2016). The task is: Predict the reactants needed to synthesize the given product. (1) The reactants are: O[CH2:2][CH2:3][S:4]([C:7]1[CH:12]=[CH:11][C:10]([OH:13])=[CH:9][CH:8]=1)(=[O:6])=[O:5].N1C=CC=CC=1.S(Cl)([Cl:22])=O. Given the product [Cl:22][CH2:2][CH2:3][S:4]([C:7]1[CH:12]=[CH:11][C:10]([OH:13])=[CH:9][CH:8]=1)(=[O:6])=[O:5], predict the reactants needed to synthesize it. (2) Given the product [Cl:1][C:2]1[CH:10]=[C:9]2[C:5]([C:6]([C:11]([N:13]3[CH2:18][CH2:17][C:16]4([C:22]5[CH:23]=[CH:24][CH:25]=[CH:26][C:21]=5[C:20](=[O:27])[O:19]4)[CH2:15][CH2:14]3)=[O:12])=[CH:7][N:8]2[CH2:34][C:29]2[CH:30]=[CH:31][CH:32]=[CH:33][N:28]=2)=[CH:4][CH:3]=1, predict the reactants needed to synthesize it. The reactants are: [Cl:1][C:2]1[CH:10]=[C:9]2[C:5]([C:6]([C:11]([N:13]3[CH2:18][CH2:17][C:16]4([C:22]5[CH:23]=[CH:24][CH:25]=[CH:26][C:21]=5[C:20](=[O:27])[O:19]4)[CH2:15][CH2:14]3)=[O:12])=[CH:7][NH:8]2)=[CH:4][CH:3]=1.[N:28]1[CH:33]=[CH:32][CH:31]=[CH:30][C:29]=1[CH2:34]OS(C)(=O)=O. (3) Given the product [ClH:32].[ClH:32].[CH2:1]([N:4]1[CH2:9][CH2:8][CH:7]([O:10][C:11]2[CH:25]=[CH:24][C:14]3[NH:15][C:16](=[O:23])[C:17]4[CH2:18][CH2:19][CH2:20][NH:21][C:22]=4[C:13]=3[CH:12]=2)[CH2:6][CH2:5]1)[CH2:2][CH3:3], predict the reactants needed to synthesize it. The reactants are: [CH2:1]([N:4]1[CH2:9][CH2:8][CH:7]([O:10][C:11]2[CH:25]=[CH:24][C:14]3[NH:15][C:16](=[O:23])[C:17]4[CH2:18][CH2:19][CH2:20][NH:21][C:22]=4[C:13]=3[CH:12]=2)[CH2:6][CH2:5]1)[CH2:2][CH3:3].O1CCOCC1.[ClH:32]. (4) The reactants are: [CH3:1][N:2]1[CH:6]=[CH:5][C:4]([C:7]2[CH:12]=[CH:11][CH:10]=[CH:9][CH:8]=2)=[N:3]1.[CH3:13][N:14]1[C:18]([C:19]2[CH:24]=[CH:23][CH:22]=[CH:21][CH:20]=2)=[CH:17][CH:16]=[N:15]1.C1C(=O)N([Br:32])C(=O)C1. Given the product [Br:32][C:5]1[C:4]([C:7]2[CH:8]=[CH:9][CH:10]=[CH:11][CH:12]=2)=[N:3][N:2]([CH3:1])[CH:6]=1.[Br:32][C:17]1[CH:16]=[N:15][N:14]([CH3:13])[C:18]=1[C:19]1[CH:20]=[CH:21][CH:22]=[CH:23][CH:24]=1, predict the reactants needed to synthesize it. (5) Given the product [CH3:19][O:20][C:21]1[CH:26]=[C:4]([CH2:1][CH2:5][O:6][C:7]2[CH:15]=[CH:14][CH:13]=[C:12]3[C:8]=2[CH:9]=[C:10]([C:16]([OH:18])=[O:17])[NH:11]3)[CH:3]=[CH:2][CH:22]=1, predict the reactants needed to synthesize it. The reactants are: [CH:1]1([CH2:5][O:6][C:7]2[CH:15]=[CH:14][CH:13]=[C:12]3[C:8]=2[CH:9]=[C:10]([C:16]([OH:18])=[O:17])[NH:11]3)[CH2:4][CH2:3][CH2:2]1.[CH3:19][O:20][C:21]1[CH:22]=C(CCO)C=C[CH:26]=1.C(OC(C1NC2C(C=1)=C(O)C=CC=2)=O)C. (6) Given the product [ClH:26].[CH3:19][O:20][C:21]1[CH:28]=[CH:27][C:24]([CH2:25][S:18][C:9]2[NH:8][C@H:7]([C:1]3[CH:2]=[CH:3][CH:4]=[CH:5][CH:6]=3)[C@H:11]([C:12]3[CH:13]=[CH:14][CH:15]=[CH:16][CH:17]=3)[N:10]=2)=[CH:23][CH:22]=1, predict the reactants needed to synthesize it. The reactants are: [C:1]1([C@H:7]2[C@@H:11]([C:12]3[CH:17]=[CH:16][CH:15]=[CH:14][CH:13]=3)[NH:10][C:9](=[S:18])[NH:8]2)[CH:6]=[CH:5][CH:4]=[CH:3][CH:2]=1.[CH3:19][O:20][C:21]1[CH:28]=[CH:27][C:24]([CH2:25][Cl:26])=[CH:23][CH:22]=1. (7) Given the product [F:15][C:16]([F:24])([F:23])[CH:17]1[CH2:22][CH2:21][CH2:20][N:19]([C:2]2[CH:3]=[CH:4][C:5]3[N:12]4[CH2:13][C@H:8]([CH2:9][CH2:10][CH2:11]4)[NH:7][C:6]=3[N:14]=2)[CH2:18]1, predict the reactants needed to synthesize it. The reactants are: Cl[C:2]1[CH:3]=[CH:4][C:5]2[N:12]3[CH2:13][C@H:8]([CH2:9][CH2:10][CH2:11]3)[NH:7][C:6]=2[N:14]=1.[F:15][C:16]([F:24])([F:23])[CH:17]1[CH2:22][CH2:21][CH2:20][NH:19][CH2:18]1.CC(C)([O-])C.[K+].COCCOC. (8) Given the product [C:44]([C:43]1[C:38]([O:18][C:15]2[CH:16]=[CH:17][C:10]3[O:9][C:8]([CH:7]([NH:19][C:20]4[CH:21]=[CH:22][C:23]([C:26]([N:28]([CH3:36])[CH2:29][CH2:30][C:31]([O:33][CH2:34][CH3:35])=[O:32])=[O:27])=[CH:24][CH:25]=4)[CH:1]4[CH2:6][CH2:5][CH2:4][CH2:3][CH2:2]4)=[C:12]([CH3:13])[C:11]=3[CH:14]=2)=[N:39][CH:40]=[CH:41][CH:42]=1)#[N:45], predict the reactants needed to synthesize it. The reactants are: [CH:1]1([CH:7]([NH:19][C:20]2[CH:25]=[CH:24][C:23]([C:26]([N:28]([CH3:36])[CH2:29][CH2:30][C:31]([O:33][CH2:34][CH3:35])=[O:32])=[O:27])=[CH:22][CH:21]=2)[C:8]2[O:9][C:10]3[CH:17]=[CH:16][C:15]([OH:18])=[CH:14][C:11]=3[C:12]=2[CH3:13])[CH2:6][CH2:5][CH2:4][CH2:3][CH2:2]1.Cl[C:38]1[C:43]([C:44]#[N:45])=[CH:42][CH:41]=[CH:40][N:39]=1.C(=O)([O-])[O-].[K+].[K+].O. (9) Given the product [CH2:64]([Si:58]([CH2:62][CH3:63])([CH:59]([CH3:60])[CH3:61])[O:57][CH:21]1[CH2:20][CH2:19][CH:18]([CH3:66])[CH:17]([OH:16])[CH:29]=[CH:28][CH:27]([CH3:30])[CH:26](/[C:31](/[CH3:56])=[CH:32]/[CH:33]=[CH:34]/[C:35]([OH:55])([CH3:54])[CH2:36][CH:37]2[O:53][CH:38]2[CH:39]([CH3:52])[CH:40]([O:43][Si:44]([CH2:48][CH3:49])([CH2:50][CH3:51])[CH:45]([CH3:47])[CH3:46])[CH2:41][CH3:42])[O:25][C:23](=[O:24])[CH2:22]1)[CH3:65], predict the reactants needed to synthesize it. The reactants are: NC(N)=N.[N+]([O-])(O)=O.NC(N)=N.C([O:16][CH:17]1[CH:18]([CH3:66])[CH2:19][CH2:20][CH:21]([O:57][Si:58]([CH2:64][CH3:65])([CH2:62][CH3:63])[CH:59]([CH3:61])[CH3:60])[CH2:22][C:23]([O:25][CH:26](/[C:31](/[CH3:56])=[CH:32]/[CH:33]=[CH:34]/[C:35]([OH:55])([CH3:54])[CH2:36][CH:37]2[O:53][CH:38]2[CH:39]([CH3:52])[CH:40]([O:43][Si:44]([CH2:50][CH3:51])([CH2:48][CH3:49])[CH:45]([CH3:47])[CH3:46])[CH2:41][CH3:42])[CH:27]([CH3:30])[CH:28]=[CH:29]1)=[O:24])(=O)C. (10) Given the product [CH:16]1([CH2:15][C@H:11]([N:9]2[CH2:10][C:6]3[CH2:5][C:4]4[C:3]([O:2][CH3:1])=[CH:27][CH:26]=[CH:25][C:24]=4[O:23][C:7]=3[C:8]2=[O:22])[C:12]([NH:28][C:29]2[S:30][CH:31]=[CH:32][N:33]=2)=[O:14])[CH2:21][CH2:20][CH2:19][CH2:18][CH2:17]1, predict the reactants needed to synthesize it. The reactants are: [CH3:1][O:2][C:3]1[C:4]2[CH2:5][C:6]3[CH2:10][N:9]([C@@H:11]([CH2:15][CH:16]4[CH2:21][CH2:20][CH2:19][CH2:18][CH2:17]4)[C:12]([OH:14])=O)[C:8](=[O:22])[C:7]=3[O:23][C:24]=2[CH:25]=[CH:26][CH:27]=1.[NH2:28][C:29]1[S:30][CH:31]=[CH:32][N:33]=1.ON1C2C=CC=CC=2N=N1.